Dataset: Forward reaction prediction with 1.9M reactions from USPTO patents (1976-2016). Task: Predict the product of the given reaction. (1) Given the reactants [I:1][C:2]1[CH:3]=[C:4]([N:8]2[C:16]3[C:11](=[CH:12][CH:13]=[CH:14][CH:15]=3)[C:10]([C:17]([O:19]C)=O)=[N:9]2)[CH:5]=[CH:6][CH:7]=1.[NH3:21], predict the reaction product. The product is: [I:1][C:2]1[CH:3]=[C:4]([N:8]2[C:16]3[C:11](=[CH:12][CH:13]=[CH:14][CH:15]=3)[C:10]([C:17]([NH2:21])=[O:19])=[N:9]2)[CH:5]=[CH:6][CH:7]=1. (2) Given the reactants [CH3:1][N:2]([CH3:10])[C:3]1[CH:4]=[C:5]([CH:7]=[CH:8][CH:9]=1)[NH2:6].C(N(C(C)C)CC)(C)C.[O:20]1[CH2:25][CH2:24][N:23]([CH2:26][CH2:27][CH2:28][O:29][C:30]2[CH:31]=[C:32]([NH:36][C:37](=O)[O:38]C3C=CC([N+]([O-])=O)=CC=3)[CH:33]=[CH:34][CH:35]=2)[CH2:22][CH2:21]1, predict the reaction product. The product is: [CH3:1][N:2]([CH3:10])[C:3]1[CH:4]=[C:5]([NH:6][C:37]([NH:36][C:32]2[CH:33]=[CH:34][CH:35]=[C:30]([O:29][CH2:28][CH2:27][CH2:26][N:23]3[CH2:24][CH2:25][O:20][CH2:21][CH2:22]3)[CH:31]=2)=[O:38])[CH:7]=[CH:8][CH:9]=1. (3) Given the reactants [ClH:1].[NH2:2][CH2:3][CH2:4][C@H:5](O)[C:6]([O:8][CH3:9])=[O:7].S(Cl)([Cl:13])=O, predict the reaction product. The product is: [ClH:13].[NH2:2][CH2:3][CH2:4][C@@H:5]([Cl:1])[C:6]([O:8][CH3:9])=[O:7]. (4) The product is: [CH2:2]([O:4][C:5]([N:7]1[CH2:13][CH:12]([N:14]2[C:15](=[O:24])[C:16]3[C:21](=[CH:20][CH:19]=[CH:18][CH:17]=3)[C:22]2=[O:23])[C:11]2=[N:25][C:34]([C:31]3[CH:32]=[CH:33][N:28]=[CH:29][N:30]=3)=[CH:35][C:36](=[O:37])[N:10]2[CH2:9][CH2:8]1)=[O:6])[CH3:3]. Given the reactants Cl.[CH2:2]([O:4][C:5]([N:7]1[CH2:13][CH:12]([N:14]2[C:22](=[O:23])[C:21]3[C:16](=[CH:17][CH:18]=[CH:19][CH:20]=3)[C:15]2=[O:24])[C:11]([NH2:25])=[N:10][CH2:9][CH2:8]1)=[O:6])[CH3:3].[H-].[Na+].[N:28]1[CH:33]=[CH:32][C:31]([C:34](=O)[CH2:35][C:36](OCC)=[O:37])=[N:30][CH:29]=1, predict the reaction product. (5) Given the reactants [C:1]([O:5][C:6]([N:8]1[CH2:13][CH:12]=[C:11]([C:14]2[NH:23][C:17]3[N:18]=[CH:19][N:20]=[C:21](Cl)[C:16]=3[CH:15]=2)[CH2:10][CH2:9]1)=[O:7])([CH3:4])([CH3:3])[CH3:2].[CH2:24]([N:26]1[CH:30]=[C:29]([NH2:31])[CH:28]=[N:27]1)[CH3:25], predict the reaction product. The product is: [C:1]([O:5][C:6]([N:8]1[CH2:13][CH:12]=[C:11]([C:14]2[NH:23][C:17]3[N:18]=[CH:19][N:20]=[C:21]([NH:31][C:29]4[CH:28]=[N:27][N:26]([CH2:24][CH3:25])[CH:30]=4)[C:16]=3[CH:15]=2)[CH2:10][CH2:9]1)=[O:7])([CH3:4])([CH3:3])[CH3:2].